Dataset: Tox21: 12 toxicity assays (nuclear receptors and stress response pathways). Task: Binary classification across 12 toxicity assays. (1) The compound is c1ccc2c(c1)Nc1ccccc1S2. It tested positive (active) for: NR-ER (Estrogen Receptor agonist activity), and SR-MMP (Mitochondrial Membrane Potential disruption). (2) The compound is c1ccc(B(c2ccccc2)c2ccccc2)cc1. It tested positive (active) for: NR-AhR (Aryl hydrocarbon Receptor agonist activity), NR-ER (Estrogen Receptor agonist activity), NR-ER-LBD (Estrogen Receptor Ligand Binding Domain agonist), and SR-MMP (Mitochondrial Membrane Potential disruption). (3) The compound is O=C1CCCc2c1cc1ccc3cccc4ccc2c1c34. It tested positive (active) for: NR-AR-LBD (Androgen Receptor Ligand Binding Domain agonist), NR-AhR (Aryl hydrocarbon Receptor agonist activity), NR-ER (Estrogen Receptor agonist activity), NR-PPAR-gamma (PPAR-gamma nuclear receptor agonist), SR-HSE (Heat Shock Element response), SR-MMP (Mitochondrial Membrane Potential disruption), and SR-p53 (p53 tumor suppressor activation). (4) The drug is IC(I)I. It tested positive (active) for: NR-ER (Estrogen Receptor agonist activity). (5) The molecule is CCCC1COC(Cn2cncn2)(c2ccc(Cl)cc2Cl)O1. It tested positive (active) for: NR-AhR (Aryl hydrocarbon Receptor agonist activity), NR-Aromatase (Aromatase enzyme inhibition), and SR-ARE (Antioxidant Response Element (oxidative stress)). (6) The compound is CCOC(=O)COc1cc(-c2nn(C)c(OC(F)F)c2Cl)c(F)cc1Cl. It tested positive (active) for: NR-AhR (Aryl hydrocarbon Receptor agonist activity). (7) The compound is O=C1CN(N=Cc2ccc([N+](=O)[O-])o2)C(=O)N1. It tested positive (active) for: SR-ARE (Antioxidant Response Element (oxidative stress)), and SR-MMP (Mitochondrial Membrane Potential disruption). (8) The molecule is CN1N=C(N)c2cn([C@@H]3O[C@H](CO)[C@@H](O)[C@H]3O)c3ncnc1c23. It tested positive (active) for: NR-AhR (Aryl hydrocarbon Receptor agonist activity), NR-Aromatase (Aromatase enzyme inhibition), SR-ARE (Antioxidant Response Element (oxidative stress)), and SR-MMP (Mitochondrial Membrane Potential disruption).